Dataset: Forward reaction prediction with 1.9M reactions from USPTO patents (1976-2016). Task: Predict the product of the given reaction. (1) Given the reactants [C@H:1]12[CH2:7][C@H:4]([NH:5][CH2:6]1)[CH2:3][N:2]2[C:8]([O:10][C:11]([CH3:14])([CH3:13])[CH3:12])=[O:9].[Cl:15][C:16]1[CH:21]=[C:20](F)[CH:19]=[CH:18][C:17]=1[C:23](=[O:25])[CH3:24].C(=O)([O-])[O-].[K+].[K+], predict the reaction product. The product is: [C:23]([C:17]1[CH:18]=[CH:19][C:20]([N:5]2[CH2:6][C@@H:1]3[CH2:7][C@H:4]2[CH2:3][N:2]3[C:8]([O:10][C:11]([CH3:14])([CH3:13])[CH3:12])=[O:9])=[CH:21][C:16]=1[Cl:15])(=[O:25])[CH3:24]. (2) Given the reactants C(OC([N:8]([CH2:49][CH2:50][NH:51]C(OC(C)(C)C)=O)[C:9]1[N:14]=[CH:13][C:12]([CH2:15][C:16]([NH:18][C@H:19]([B:36]2[O:44]C3C(C)(C4CC(C3)C4(C)C)[O:37]2)[CH2:20][C:21]2[C:22](OC)=[C:23]([CH:31]=[CH:32][CH:33]=2)[C:24]([O:26]C(C)(C)C)=[O:25])=[O:17])=[CH:11][CH:10]=1)=O)(C)(C)C.B(Cl)(Cl)Cl, predict the reaction product. The product is: [NH2:51][CH2:50][CH2:49][NH:8][C:9]1[N:14]=[CH:13][C:12]([CH2:15][C:16]([NH:18][C@H:19]2[CH2:20][C:21]3[CH:33]=[CH:32][CH:31]=[C:23]([C:24]([OH:26])=[O:25])[C:22]=3[O:44][B:36]2[OH:37])=[O:17])=[CH:11][CH:10]=1. (3) Given the reactants [C:1]([O:5][C:6](=[O:38])[NH:7][C@@H:8]([CH2:27][C:28]1[CH:33]=[CH:32][C:31]([C:34]([F:37])([F:36])[F:35])=[CH:30][CH:29]=1)[CH2:9][CH2:10][C:11]([NH:13][NH:14][C:15]([C:17]1[CH:18]=[C:19]2[C:24](=[CH:25][CH:26]=1)[CH:23]=[N:22][CH:21]=[CH:20]2)=O)=[O:12])([CH3:4])([CH3:3])[CH3:2].C1(P(C2C=CC=CC=2)C2C=CC=CC=2)C=CC=CC=1.C(Cl)(Cl)(Cl)Cl.CCN(C(C)C)C(C)C, predict the reaction product. The product is: [CH:23]1[C:24]2[C:19](=[CH:18][C:17]([C:15]3[O:12][C:11]([CH2:10][CH2:9][C@@H:8]([NH:7][C:6](=[O:38])[O:5][C:1]([CH3:2])([CH3:3])[CH3:4])[CH2:27][C:28]4[CH:33]=[CH:32][C:31]([C:34]([F:37])([F:35])[F:36])=[CH:30][CH:29]=4)=[N:13][N:14]=3)=[CH:26][CH:25]=2)[CH:20]=[CH:21][N:22]=1. (4) Given the reactants C[Si](C)(C)[C:3]1[S:4][CH:5]=[CH:6][N:7]=1.C([Li])CCC.[CH2:15]1[O:25][C:18]2([CH2:23][CH2:22][C:21](=[O:24])[CH2:20][CH2:19]2)[O:17][CH2:16]1.O, predict the reaction product. The product is: [S:4]1[C:5]([C:21]2([OH:24])[CH2:22][CH2:23][C:18]3([O:25][CH2:15][CH2:16][O:17]3)[CH2:19][CH2:20]2)=[CH:6][N:7]=[CH:3]1. (5) Given the reactants [CH:1]1([C:6]([C:8]2[CH:13]=[C:12]([O:14][CH3:15])[CH:11]=[C:10]([O:16][CH3:17])[CH:9]=2)=O)[CH2:5][CH2:4][CH2:3][CH2:2]1.C(C1(C2C=C(OC)C=C(OC)C=2)[S:26][CH2:25][CH2:24][S:23]1)CCC, predict the reaction product. The product is: [CH:1]1([C:6]2([C:8]3[CH:13]=[C:12]([O:14][CH3:15])[CH:11]=[C:10]([O:16][CH3:17])[CH:9]=3)[S:26][CH2:25][CH2:24][S:23]2)[CH2:5][CH2:4][CH2:3][CH2:2]1. (6) Given the reactants FC(F)(F)C([O-])=O.[Na+].[CH3:9][NH:10][C@H:11]([C:15]([NH:17][C@H:18]([C:22]([N:24]([C@@H:26]([C@@H:67]([CH3:70])[CH2:68][CH3:69])[C@H:27]([O:65][CH3:66])[CH2:28][C:29]([N:31]1[CH2:35][CH2:34][CH2:33][C@H:32]1[C@H:36]([O:63][CH3:64])[C@@H:37]([CH3:62])[C:38]([NH:40][C@@H:41]([CH2:55][C:56]1[CH:61]=[CH:60][CH:59]=[CH:58][CH:57]=1)[CH2:42][O:43][CH2:44][C:45]1[CH:50]=[CH:49][C:48]([C:51]([O:53][CH3:54])=[O:52])=[CH:47][CH:46]=1)=[O:39])=[O:30])[CH3:25])=[O:23])[CH:19]([CH3:21])[CH3:20])=[O:16])[CH:12]([CH3:14])[CH3:13].O=[CH:72][CH2:73][CH2:74][C:75]([OH:77])=[O:76].C([BH3-])#N.[Na+].O1CCOCC1, predict the reaction product. The product is: [C:75]([CH2:74][CH2:73][CH2:72][N:10]([CH3:9])[C@H:11]([C:15]([NH:17][C@H:18]([C:22]([N:24]([C@@H:26]([C@@H:67]([CH3:70])[CH2:68][CH3:69])[C@H:27]([O:65][CH3:66])[CH2:28][C:29]([N:31]1[CH2:35][CH2:34][CH2:33][C@H:32]1[C@H:36]([O:63][CH3:64])[C@@H:37]([CH3:62])[C:38]([NH:40][C@@H:41]([CH2:55][C:56]1[CH:57]=[CH:58][CH:59]=[CH:60][CH:61]=1)[CH2:42][O:43][CH2:44][C:45]1[CH:46]=[CH:47][C:48]([C:51]([O:53][CH3:54])=[O:52])=[CH:49][CH:50]=1)=[O:39])=[O:30])[CH3:25])=[O:23])[CH:19]([CH3:20])[CH3:21])=[O:16])[CH:12]([CH3:14])[CH3:13])([OH:77])=[O:76]. (7) Given the reactants [CH3:1][C@@H:2]([NH:7][CH2:8][C:9]1[CH:16]=[CH:15][C:12]([C:13]#[N:14])=[CH:11][CH:10]=1)[C:3]([F:6])([F:5])[F:4].[BH4-].[Na+], predict the reaction product. The product is: [CH3:1][C@@H:2]([NH:7][CH2:8][C:9]1[CH:10]=[CH:11][C:12]([CH2:13][NH2:14])=[CH:15][CH:16]=1)[C:3]([F:5])([F:6])[F:4]. (8) Given the reactants CO[C:3]([C:5]1[CH:14]=[CH:13][C:8]2[O:9][CH2:10][CH2:11][O:12][C:7]=2[CH:6]=1)=[O:4].[CH3:15][C:16]1[CH:21]=[CH:20][CH:19]=[CH:18][N:17]=1, predict the reaction product. The product is: [O:9]1[C:8]2[CH:13]=[CH:14][C:5]([C:3](=[O:4])[CH2:15][C:16]3[CH:21]=[CH:20][CH:19]=[CH:18][N:17]=3)=[CH:6][C:7]=2[O:12][CH2:11][CH2:10]1.